Dataset: Forward reaction prediction with 1.9M reactions from USPTO patents (1976-2016). Task: Predict the product of the given reaction. (1) Given the reactants [C:1]1(=[CH:6][CH2:7][CH2:8][CH:9]([OH:11])[CH3:10])[CH2:5][CH2:4][CH2:3][CH2:2]1.[C:12](O[C:12](=[O:15])[CH2:13][CH3:14])(=[O:15])[CH2:13][CH3:14].CCN(CC)CC, predict the reaction product. The product is: [C:12]([O:11][CH:9]([CH2:8][CH2:7][CH:6]=[C:1]1[CH2:5][CH2:4][CH2:3][CH2:2]1)[CH3:10])(=[O:15])[CH2:13][CH3:14]. (2) Given the reactants [CH3:1][O:2][C:3]1[C:21]([O:22][CH3:23])=[C:20]([O:24][CH3:25])[CH:19]=[CH:18][C:4]=1[C:5]([NH:7][CH2:8][CH2:9][N:10]1[CH:14]=[C:13]([C:15]([OH:17])=O)[N:12]=[N:11]1)=[O:6].C(N(C(C)C)C(C)C)C.C[NH3+].F[P-](F)(F)(F)(F)F.N1(OC(N(C)C)=[N+](C)C)C2N=CC=CC=2N=N1.F[P-](F)(F)(F)(F)F.Cl.[NH2:69][CH:70]([C:73]1[CH:81]=[CH:80][C:76]2[S:77][CH:78]=[CH:79][C:75]=2[CH:74]=1)[C:71]#[N:72], predict the reaction product. The product is: [S:77]1[CH:78]=[CH:79][C:75]2[CH:74]=[C:73]([CH:70]([NH:69][C:15]([C:13]3[N:12]=[N:11][N:10]([CH2:9][CH2:8][NH:7][C:5](=[O:6])[C:4]4[CH:18]=[CH:19][C:20]([O:24][CH3:25])=[C:21]([O:22][CH3:23])[C:3]=4[O:2][CH3:1])[CH:14]=3)=[O:17])[C:71]#[N:72])[CH:81]=[CH:80][C:76]1=2. (3) Given the reactants [CH2:1]([O:5][C:6]1[CH:11]=[CH:10][C:9]([S:12](Cl)(=[O:14])=[O:13])=[CH:8][CH:7]=1)[CH2:2][CH2:3][CH3:4].Cl.O.[NH:18]1[CH2:23][CH2:22][C:21](=[O:24])[CH2:20][CH2:19]1, predict the reaction product. The product is: [CH2:1]([O:5][C:6]1[CH:11]=[CH:10][C:9]([S:12]([N:18]2[CH2:23][CH2:22][C:21](=[O:24])[CH2:20][CH2:19]2)(=[O:14])=[O:13])=[CH:8][CH:7]=1)[CH2:2][CH2:3][CH3:4]. (4) Given the reactants [CH3:1][O:2][C:3]1[N:4]=[C:5]2[C:10](=[CH:11][CH:12]=1)[N:9]=[CH:8][CH:7]=[C:6]2[CH:13]=O.C[Si]([N-][Si](C)(C)C)(C)C.[K+].[CH3:25][C:26](=[O:30])[O:27][CH2:28][CH3:29], predict the reaction product. The product is: [O:27]1[C:26]2([CH2:10][CH2:5][CH:6](/[CH:13]=[CH:13]/[C:6]3[CH:7]=[CH:8][N:9]=[C:10]4[C:5]=3[N:4]=[C:3]([O:2][CH3:1])[CH:12]=[CH:11]4)[CH2:7][CH2:25]2)[O:30][CH2:29][CH2:28]1. (5) Given the reactants [H-].[Na+].[CH3:3][N:4]1[CH2:9][CH2:8][CH:7]([N:10]2[CH2:15][CH2:14][N:13]([C:16]([O:18][C:19]3([C:32]4[C:33]([O:38][CH2:39][CH3:40])=[N:34][CH:35]=[CH:36][CH:37]=4)[C:27]4[C:22](=[CH:23][C:24]([F:30])=[C:25]([C:28]#[N:29])[CH:26]=4)[NH:21][C:20]3=[O:31])=[O:17])[CH2:12][CH2:11]2)[CH2:6][CH2:5]1.[CH3:41][O:42][C:43]1[CH:48]=[C:47]([O:49][CH3:50])[CH:46]=[CH:45][C:44]=1[S:51](Cl)(=[O:53])=[O:52], predict the reaction product. The product is: [CH3:3][N:4]1[CH2:5][CH2:6][CH:7]([N:10]2[CH2:15][CH2:14][N:13]([C:16]([O:18][C:19]3([C:32]4[C:33]([O:38][CH2:39][CH3:40])=[N:34][CH:35]=[CH:36][CH:37]=4)[C:27]4[C:22](=[CH:23][C:24]([F:30])=[C:25]([C:28]#[N:29])[CH:26]=4)[N:21]([S:51]([C:44]4[CH:45]=[CH:46][C:47]([O:49][CH3:50])=[CH:48][C:43]=4[O:42][CH3:41])(=[O:53])=[O:52])[C:20]3=[O:31])=[O:17])[CH2:12][CH2:11]2)[CH2:8][CH2:9]1. (6) The product is: [Br:11][CH2:9][C:8]([C:6]1[CH:5]=[CH:4][CH:3]=[C:2]([Br:1])[N:7]=1)=[O:10]. Given the reactants [Br:1][C:2]1[N:7]=[C:6]([C:8](=[O:10])[CH3:9])[CH:5]=[CH:4][CH:3]=1.[Br:11]Br, predict the reaction product. (7) Given the reactants [NH:1]1[C:11]2[C:6](=[CH:7][CH:8]=[CH:9][CH:10]=2)[C:4](=O)[C:2]1=[O:3].[Cl:12][C:13]1[CH:22]=[CH:21][C:16]([C:17]([NH:19][NH2:20])=[O:18])=[CH:15][CH:14]=1, predict the reaction product. The product is: [Cl:12][C:13]1[CH:22]=[CH:21][C:16]([C:17]([NH:19]/[N:20]=[C:4]2\[C:2](=[O:3])[N:1]([CH2:2][CH2:4][CH2:6][CH2:7][CH2:8][CH3:9])[C:11]3[C:6]\2=[CH:7][CH:8]=[CH:9][CH:10]=3)=[O:18])=[CH:15][CH:14]=1. (8) Given the reactants S(O)(O)(=O)=O.[CH3:6][NH:7][NH2:8].C(N(CC)CC)C.[Cl:16][C:17]1[CH:22]=[C:21]([Cl:23])[CH:20]=[CH:19][C:18]=1[C:24](=O)[CH2:25][C:26]([O:28]C)=O.CCCCCC, predict the reaction product. The product is: [Cl:16][C:17]1[CH:22]=[C:21]([Cl:23])[CH:20]=[CH:19][C:18]=1[C:24]1[CH:25]=[C:26]([OH:28])[N:7]([CH3:6])[N:8]=1. (9) Given the reactants ClC1C=CC=CC=1C([N:10]([C:14]1[C:15]([C:19]2[CH:24]=[CH:23][C:22](I)=[CH:21][CH:20]=2)=[N:16][O:17][CH:18]=1)[C:11](=[O:13])[O-:12])C.[C:26]([O:32][CH2:33]C)(=[O:31])[CH2:27][CH2:28][CH:29]=[CH2:30].[C:35]1(C)C=[CH:39][CH:38]=[CH:37][C:36]=1P([C:37]1[CH:38]=[CH:39]C=[CH:35][C:36]=1C)[C:37]1[CH:38]=[CH:39]C=[CH:35][C:36]=1C.[ClH:57].C(N(CC)[CH:61]([CH3:63])[CH3:62])C, predict the reaction product. The product is: [Cl:57][C:39]1[CH:38]=[CH:37][CH:36]=[CH:35][C:63]=1[CH:61]([O:12][C:11]([NH:10][C:14]1[C:15]([C:19]2[CH:20]=[CH:21][C:22]([CH:30]=[CH:29][CH2:28][CH2:27][C:26]([O:32][CH3:33])=[O:31])=[CH:23][CH:24]=2)=[N:16][O:17][CH:18]=1)=[O:13])[CH3:62].